From a dataset of Forward reaction prediction with 1.9M reactions from USPTO patents (1976-2016). Predict the product of the given reaction. (1) Given the reactants [CH3:1][C:2]1[N:6]([CH3:7])[CH:5]=[N:4][N:3]=1.[CH2:8]=[O:9], predict the reaction product. The product is: [CH3:7][N:6]1[C:2]([CH3:1])=[N:3][N:4]=[C:5]1[CH2:8][OH:9]. (2) Given the reactants [F:1][C:2]1[CH:7]=[CH:6][C:5]([C:8](=[O:15])[CH2:9][C:10]([O:12][CH2:13][CH3:14])=[O:11])=[CH:4][CH:3]=1.C1(C)C=CC=CC=1.[C:23]1(=O)[CH:28]=[CH:27][C:26](=[O:29])[CH:25]=[CH:24]1, predict the reaction product. The product is: [F:1][C:2]1[CH:3]=[CH:4][C:5]([C:8]2[O:15][C:23]3[CH:28]=[CH:27][C:26]([OH:29])=[CH:25][C:24]=3[C:9]=2[C:10]([O:12][CH2:13][CH3:14])=[O:11])=[CH:6][CH:7]=1. (3) Given the reactants [Cl:1][C:2]1[N:7]=[C:6]([NH:8][CH3:9])[N:5]=[C:4]([N:10]2[C@H:15]([CH3:16])[CH2:14][CH2:13][C@H:12]([C:17]([OH:19])=O)[CH2:11]2)[CH:3]=1.CCN(C(C)C)C(C)C.[CH:29]1([NH2:35])[CH2:34][CH2:33][CH2:32][CH2:31][CH2:30]1.CN(C(ON1N=NC2C=CC=NC1=2)=[N+](C)C)C.F[P-](F)(F)(F)(F)F, predict the reaction product. The product is: [Cl:1][C:2]1[N:7]=[C:6]([NH:8][CH3:9])[N:5]=[C:4]([N:10]2[C@H:15]([CH3:16])[CH2:14][CH2:13][C@H:12]([C:17]([NH:35][CH:29]3[CH2:34][CH2:33][CH2:32][CH2:31][CH2:30]3)=[O:19])[CH2:11]2)[CH:3]=1. (4) The product is: [CH2:30]([NH:37][S:15]([CH2:14][C@H:13]([C@H:10]1[CH2:11][CH2:12][NH:8][CH2:9]1)[O:19][C:20]1[CH:25]=[CH:24][C:23]([C:26]([F:29])([F:28])[F:27])=[CH:22][CH:21]=1)(=[O:16])=[O:17])[C:31]1[CH:36]=[CH:35][CH:34]=[CH:33][CH:32]=1.[C:38]([OH:44])([C:40]([F:43])([F:42])[F:41])=[O:39]. Given the reactants C(OC([N:8]1[CH2:12][CH2:11][C@H:10]([C@H:13]([O:19][C:20]2[CH:25]=[CH:24][C:23]([C:26]([F:29])([F:28])[F:27])=[CH:22][CH:21]=2)[CH2:14][S:15](Cl)(=[O:17])=[O:16])[CH2:9]1)=O)(C)(C)C.[CH2:30]([NH2:37])[C:31]1[CH:36]=[CH:35][CH:34]=[CH:33][CH:32]=1.[C:38]([OH:44])([C:40]([F:43])([F:42])[F:41])=[O:39], predict the reaction product. (5) Given the reactants Cl[C:2]([O:4][CH3:5])=[O:3].[C:6]([SiH2:10][O:11][C:12]([CH3:23])([CH3:22])[C:13]1[CH:14]=[C:15]([CH:18]=[CH:19][C:20]=1[Cl:21])[CH2:16][NH2:17])([CH3:9])([CH3:8])[CH3:7].CCN(C(C)C)C(C)C, predict the reaction product. The product is: [CH3:5][O:4][C:2](=[O:3])[NH:17][CH2:16][C:15]1[CH:18]=[CH:19][C:20]([Cl:21])=[C:13]([C:12]([CH3:23])([CH3:22])[O:11][SiH2:10][C:6]([CH3:9])([CH3:8])[CH3:7])[CH:14]=1. (6) Given the reactants [OH:1][CH2:2][CH2:3][N:4]1[CH2:9][CH2:8][O:7][CH2:6][CH2:5]1.[H-].[Na+].F[C:13]1[CH:20]=[CH:19][C:16]([CH:17]=[O:18])=[CH:15][CH:14]=1, predict the reaction product. The product is: [O:7]1[CH2:8][CH2:9][N:4]([CH2:3][CH2:2][O:1][C:15]2[CH:14]=[CH:13][CH:20]=[CH:19][C:16]=2[CH:17]=[O:18])[CH2:5][CH2:6]1. (7) Given the reactants [O-]CC.[Na+].[Na].[Br:6][C:7]1[CH:8]=[C:9]([CH2:13][C:14]#[N:15])[CH:10]=[CH:11][CH:12]=1.[N:16](OCCC(C)C)=[O:17], predict the reaction product. The product is: [Br:6][C:7]1[CH:8]=[C:9]([C:13](=[N:16][OH:17])[C:14]#[N:15])[CH:10]=[CH:11][CH:12]=1.